From a dataset of Reaction yield outcomes from USPTO patents with 853,638 reactions. Predict the reaction yield, written as a fraction of the theoretical maximum amount of product (1.0 means a 100% yield; for example, 0.34 means a 34% yield). (1) The reactants are S(Cl)(Cl)=O.[C:5]([O:8][CH2:9][C:10]([CH3:40])([CH3:39])[CH2:11][N:12]1[C:18]2[CH:19]=[CH:20][C:21]([Cl:23])=[CH:22][C:17]=2[C@@H:16]([C:24]2[CH:29]=[CH:28][CH:27]=[C:26]([O:30][CH3:31])[C:25]=2[O:32][CH3:33])[O:15][C@H:14]([CH2:34][C:35](O)=[O:36])[C:13]1=[O:38])(=[O:7])[CH3:6].Cl.[NH2:42][C:43]1[CH:44]=[C:45]([CH:50]=[CH:51][C:52]=1[CH3:53])[C:46]([O:48][CH3:49])=[O:47].C(N(CC)CC)C. The catalyst is O1CCCC1.O.CN(C)C=O. The product is [C:5]([O:8][CH2:9][C:10]([CH3:40])([CH3:39])[CH2:11][N:12]1[C:18]2[CH:19]=[CH:20][C:21]([Cl:23])=[CH:22][C:17]=2[C@@H:16]([C:24]2[CH:29]=[CH:28][CH:27]=[C:26]([O:30][CH3:31])[C:25]=2[O:32][CH3:33])[O:15][C@H:14]([CH2:34][C:35]([NH:42][C:43]2[CH:44]=[C:45]([CH:50]=[CH:51][C:52]=2[CH3:53])[C:46]([O:48][CH3:49])=[O:47])=[O:36])[C:13]1=[O:38])(=[O:7])[CH3:6]. The yield is 0.770. (2) The reactants are [C:1]([O:5][C:6]([NH:8][C@@H:9]([CH2:16][CH:17]([CH3:19])[CH3:18])[CH2:10]OS(C)(=O)=O)=[O:7])([CH3:4])([CH3:3])[CH3:2].[N-:20]=[N+:21]=[N-:22].[Na+]. The catalyst is CN(C=O)C. The product is [C:1]([O:5][C:6](=[O:7])[NH:8][C@H:9]([CH2:10][N:20]=[N+:21]=[N-:22])[CH2:16][CH:17]([CH3:19])[CH3:18])([CH3:4])([CH3:3])[CH3:2]. The yield is 0.730. (3) The reactants are [Cl:1][C:2]1[CH:10]=[CH:9][CH:8]=[C:7]2[C:3]=1[C:4]([C:11]([O:13][CH3:14])=[O:12])=[N:5][NH:6]2.[Br:15][C:16]1[CH:17]=[C:18](B(O)O)[CH:19]=[CH:20][CH:21]=1. No catalyst specified. The product is [Br:15][C:16]1[CH:21]=[C:20]([N:6]2[C:7]3[C:3](=[C:2]([Cl:1])[CH:10]=[CH:9][CH:8]=3)[C:4]([C:11]([O:13][CH3:14])=[O:12])=[N:5]2)[CH:19]=[CH:18][CH:17]=1. The yield is 0.120. (4) The reactants are [C:1]([O:5][C:6]([N:8]1[CH2:13][CH2:12][CH:11]([CH2:14][O:15]S(C2C=CC(C)=CC=2)(=O)=O)[CH2:10][CH2:9]1)=[O:7])([CH3:4])([CH3:3])[CH3:2].O[C:27]1[CH:37]=[CH:36][C:30]([C:31]([O:33][CH2:34][CH3:35])=[O:32])=[CH:29][C:28]=1[O:38][CH3:39].C(=O)([O-])[O-].[K+].[K+]. The catalyst is CN(C=O)C. The product is [C:1]([O:5][C:6]([N:8]1[CH2:9][CH2:10][CH:11]([CH2:14][O:15][C:27]2[CH:37]=[CH:36][C:30]([C:31]([O:33][CH2:34][CH3:35])=[O:32])=[CH:29][C:28]=2[O:38][CH3:39])[CH2:12][CH2:13]1)=[O:7])([CH3:2])([CH3:3])[CH3:4]. The yield is 0.890.